This data is from Full USPTO retrosynthesis dataset with 1.9M reactions from patents (1976-2016). The task is: Predict the reactants needed to synthesize the given product. (1) The reactants are: [F:1][C:2]1[CH:30]=[CH:29][C:5]2[N:6]=[C:7]([NH:9][C@H:10]3[CH2:14][CH2:13][CH2:12][C@@H:11]3[NH:15][C:16](=[O:28])[C:17]3[CH:22]=[CH:21][CH:20]=[CH:19][C:18]=3N3C=CC=N3)[S:8][C:4]=2[CH:3]=1.[N:31]1[CH:36]=[CH:35][CH:34]=[N:33][C:32]=1C1C=CC=CC=1C(O)=O.Cl.FC1C=CC2N=C(N[C@H]3CCC[C@@H]3N)SC=2C=1. Given the product [F:1][C:2]1[CH:30]=[CH:29][C:5]2[N:6]=[C:7]([NH:9][C@H:10]3[CH2:14][CH2:13][CH2:12][C@@H:11]3[NH:15][C:16](=[O:28])[C:17]3[CH:22]=[CH:21][CH:20]=[CH:19][C:18]=3[C:32]3[N:33]=[CH:34][CH:35]=[CH:36][N:31]=3)[S:8][C:4]=2[CH:3]=1, predict the reactants needed to synthesize it. (2) The reactants are: [C:1]1(=[O:11])[C@@H:9]2[C@@H:4]([CH2:5][CH:6]=[CH:7][CH2:8]2)[C:3](=[O:10])[NH:2]1. Given the product [C:1]1(=[O:11])[CH:9]2[CH:4]([CH2:5][CH2:6][CH2:7][CH2:8]2)[C:3](=[O:10])[NH:2]1, predict the reactants needed to synthesize it. (3) Given the product [Br:31][C:9]1[CH:10]=[C:11]2[C:15](=[CH:16][C:8]=1[Cl:7])[N:14]([CH2:17][O:18][CH2:19][CH2:20][Si:21]([CH3:24])([CH3:22])[CH3:23])[N:13]=[C:12]2[NH:25][C:26](=[O:30])[CH2:27][CH2:28][CH3:29], predict the reactants needed to synthesize it. The reactants are: N1C=CC=CC=1.[Cl:7][C:8]1[CH:16]=[C:15]2[C:11]([C:12]([NH:25][C:26](=[O:30])[CH2:27][CH2:28][CH3:29])=[N:13][N:14]2[CH2:17][O:18][CH2:19][CH2:20][Si:21]([CH3:24])([CH3:23])[CH3:22])=[CH:10][CH:9]=1.[Br:31]Br.S([O-])([O-])(=O)=O.[Na+].[Na+]. (4) The reactants are: Cl[C:2]1[CH:7]=[CH:6][C:5]([C:8]#[N:9])=[CH:4][C:3]=1[CH2:10][S:11]([Cl:14])(=[O:13])=[O:12].C(SCC1C=C(C=C([Cl:28])C=1)C#N)(=O)C.C(SCC1C=C(C=CC=1Cl)C#N)(=O)C. Given the product [Cl:28][C:7]1[CH:2]=[C:3]([CH2:10][S:11]([Cl:14])(=[O:13])=[O:12])[CH:4]=[C:5]([C:8]#[N:9])[CH:6]=1, predict the reactants needed to synthesize it. (5) Given the product [Br:1][C:2]1[C:3]([CH3:12])=[CH:4][C:5]([Cl:11])=[CH:6][C:7]=1[NH2:8], predict the reactants needed to synthesize it. The reactants are: [Br:1][C:2]1[C:7]([N+:8]([O-])=O)=[CH:6][C:5]([Cl:11])=[CH:4][C:3]=1[CH3:12].CCO.[Cl-].[NH4+]. (6) Given the product [CH:21]1([C:2]2[C:11]3[CH2:10][CH2:9][CH2:8][CH2:7][C:6]=3[CH:5]=[CH:4][C:3]=2[O:12][C:13](=[O:20])[C:14]2[CH:19]=[CH:18][CH:17]=[CH:16][CH:15]=2)[CH2:23][CH2:22]1, predict the reactants needed to synthesize it. The reactants are: Br[C:2]1[C:11]2[CH2:10][CH2:9][CH2:8][CH2:7][C:6]=2[CH:5]=[CH:4][C:3]=1[O:12][C:13](=[O:20])[C:14]1[CH:19]=[CH:18][CH:17]=[CH:16][CH:15]=1.[CH:21]1(B(O)O)[CH2:23][CH2:22]1.[F-].[Cs+]. (7) Given the product [O:1]=[C:2]1[C:6]2([CH2:11][CH2:10][N:9]([CH2:12][CH2:13][CH2:14][N:15]3[C:19]4[CH:20]=[CH:21][CH:22]=[CH:23][C:18]=4[NH:17][C:16]3=[O:24])[CH2:8][CH2:7]2)[N:5]([C:25]2[CH:26]=[CH:27][CH:28]=[CH:29][CH:30]=2)[CH2:4][N:3]1[C@@H:31]([C:36]1[CH:41]=[CH:40][CH:39]=[CH:38][CH:37]=1)[C:32]([OH:34])=[O:33], predict the reactants needed to synthesize it. The reactants are: [O:1]=[C:2]1[C:6]2([CH2:11][CH2:10][N:9]([CH2:12][CH2:13][CH2:14][N:15]3[C:19]4[CH:20]=[CH:21][CH:22]=[CH:23][C:18]=4[NH:17][C:16]3=[O:24])[CH2:8][CH2:7]2)[N:5]([C:25]2[CH:30]=[CH:29][CH:28]=[CH:27][CH:26]=2)[CH2:4][N:3]1[C@@H:31]([C:36]1[CH:41]=[CH:40][CH:39]=[CH:38][CH:37]=1)[C:32]([O:34]C)=[O:33].[OH-].[Li+].CO.